Dataset: Full USPTO retrosynthesis dataset with 1.9M reactions from patents (1976-2016). Task: Predict the reactants needed to synthesize the given product. The reactants are: Cl[C:2]1[C:11]([CH:12]=[O:13])=[CH:10][C:9]2[C:4](=[C:5]([CH3:15])[C:6]([F:14])=[CH:7][CH:8]=2)[N:3]=1.[CH3:16][C:17]1[C:22](B2OC(C)(C)C(C)(C)O2)=[CH:21][CH:20]=[CH:19][N:18]=1.C([O-])([O-])=O.[Na+].[Na+]. Given the product [F:14][C:6]1[C:5]([CH3:15])=[C:4]2[C:9]([CH:10]=[C:11]([CH:12]=[O:13])[C:2]([C:22]3[C:17]([CH3:16])=[N:18][CH:19]=[CH:20][CH:21]=3)=[N:3]2)=[CH:8][CH:7]=1, predict the reactants needed to synthesize it.